Dataset: Reaction yield outcomes from USPTO patents with 853,638 reactions. Task: Predict the reaction yield, written as a fraction of the theoretical maximum amount of product (1.0 means a 100% yield; for example, 0.34 means a 34% yield). (1) The reactants are [OH:1][C:2]1[C:7]2[O:8][C:9]3[CH:14]=[CH:13][CH:12]=[CH:11][C:10]=3[C:6]=2[CH:5]=[CH:4][CH:3]=1.[CH3:15]N(C=O)C.CI. The catalyst is O. The product is [CH3:15][O:1][C:2]1[C:7]2[O:8][C:9]3[CH:14]=[CH:13][CH:12]=[CH:11][C:10]=3[C:6]=2[CH:5]=[CH:4][CH:3]=1. The yield is 0.660. (2) The reactants are Cl[C:2]1[CH:7]=[C:6]([Cl:8])[N:5]=[CH:4][N:3]=1.[O:9]([C:16]1[CH:17]=[C:18]([CH:20]=[CH:21][CH:22]=1)[NH2:19])[C:10]1[CH:15]=[CH:14][CH:13]=[CH:12][CH:11]=1.CCN(C(C)C)C(C)C. The catalyst is C(O)CCC. The product is [Cl:8][C:6]1[N:5]=[CH:4][N:3]=[C:2]([NH:19][C:18]2[CH:20]=[CH:21][CH:22]=[C:16]([O:9][C:10]3[CH:11]=[CH:12][CH:13]=[CH:14][CH:15]=3)[CH:17]=2)[CH:7]=1. The yield is 0.560. (3) The reactants are [Cl:1][C:2]1[CH:11]=[CH:10][CH:9]=[C:8]([N:12]([CH3:27])[C:13](=[O:26])[CH2:14][C:15]([N:17]([CH2:24][CH3:25])[C:18]2[CH:23]=[CH:22][CH:21]=[CH:20][CH:19]=2)=[O:16])[C:3]=1[C:4]([O:6]C)=O.[O-]CC.[Na+].O.Cl. The catalyst is C(O)C. The product is [CH3:25][CH2:24][N:17]([C:15]([C:14]1[C:13](=[O:26])[N:12]([CH3:27])[C:8]2[CH:9]=[CH:10][CH:11]=[C:2]([Cl:1])[C:3]=2[C:4]=1[OH:6])=[O:16])[C:18]1[CH:23]=[CH:22][CH:21]=[CH:20][CH:19]=1. The yield is 0.790. (4) The reactants are [Cl:1][C:2]1[C:10]2[NH:9][C:8](=O)[N:7]([CH2:12][C:13]([O:15][CH2:16][CH3:17])=[O:14])[C:6]=2[C:5]([CH:18]([CH2:21][CH3:22])[CH2:19][CH3:20])=[CH:4][CH:3]=1.P(Cl)(Cl)([Cl:25])=O. No catalyst specified. The product is [Cl:25][C:8]1[N:7]([CH2:12][C:13]([O:15][CH2:16][CH3:17])=[O:14])[C:6]2[C:5]([CH:18]([CH2:21][CH3:22])[CH2:19][CH3:20])=[CH:4][CH:3]=[C:2]([Cl:1])[C:10]=2[N:9]=1. The yield is 0.920. (5) The product is [NH:2]([C:21]([C:17]1[S:18][CH:19]=[CH:20][C:16]=1[NH:15][C:13](=[O:14])[CH2:12][C:9]1[CH:10]=[CH:11][C:6]([O:5][CH3:4])=[CH:7][CH:8]=1)=[O:23])[NH2:3]. The yield is 0.490. The reactants are O.[NH2:2][NH2:3].[CH3:4][O:5][C:6]1[CH:11]=[CH:10][C:9]([CH2:12][C:13]([NH:15][C:16]2[CH:20]=[CH:19][S:18][C:17]=2[C:21]([O:23]C)=O)=[O:14])=[CH:8][CH:7]=1. The catalyst is C(O)C.[Cl-].[Na+].O.